This data is from Full USPTO retrosynthesis dataset with 1.9M reactions from patents (1976-2016). The task is: Predict the reactants needed to synthesize the given product. (1) Given the product [O:1]=[C:2]1[NH:7][C:6]2[CH:8]=[C:9]([C:12]3[CH:17]([C:18]4[CH:23]=[CH:22][CH:21]=[CH:20][CH:19]=4)[S:16][C:15]4=[N:24][C:25]([C:27]#[N:29])=[CH:26][N:14]4[CH:13]=3)[CH:10]=[CH:11][C:5]=2[O:4][CH2:3]1, predict the reactants needed to synthesize it. The reactants are: [O:1]=[C:2]1[NH:7][C:6]2[CH:8]=[C:9]([C:12]3[CH:17]([C:18]4[CH:23]=[CH:22][CH:21]=[CH:20][CH:19]=4)[S:16][C:15]4=[N:24][C:25]([C:27]([NH2:29])=O)=[CH:26][N:14]4[CH:13]=3)[CH:10]=[CH:11][C:5]=2[O:4][CH2:3]1.FC(F)(F)C(OC(=O)C(F)(F)F)=O.O.C(OCC)(=O)C. (2) The reactants are: CCN(C(C)C)C(C)C.CC(O)=O.[N:14]([CH2:17][CH2:18][CH2:19][CH2:20][N:21]1[CH:26]=[CH:25][C:24]([NH:27][C:28](=[O:41])[CH2:29][C:30]2[CH:35]=[CH:34][CH:33]=[C:32]([O:36][C:37]([F:40])([F:39])[F:38])[CH:31]=2)=[N:23][C:22]1=[O:42])=[N+:15]=[N-:16].[C:43]([OH:47])(=[O:46])[C:44]#[CH:45]. Given the product [O:42]=[C:22]1[N:23]=[C:24]([NH:27][C:28](=[O:41])[CH2:29][C:30]2[CH:35]=[CH:34][CH:33]=[C:32]([O:36][C:37]([F:40])([F:38])[F:39])[CH:31]=2)[CH:25]=[CH:26][N:21]1[CH2:20][CH2:19][CH2:18][CH2:17][N:14]1[CH:45]=[C:44]([C:43]([OH:47])=[O:46])[N:16]=[N:15]1, predict the reactants needed to synthesize it. (3) Given the product [F:15][C:16]1[CH:17]=[C:18]([C:2]2([OH:1])[CH2:3][CH2:4][N:5]([C:8]([O:10][C:11]([CH3:14])([CH3:13])[CH3:12])=[O:9])[CH2:6][CH2:7]2)[CH:19]=[CH:20][C:21]=1[O:22][CH3:23], predict the reactants needed to synthesize it. The reactants are: [O:1]=[C:2]1[CH2:7][CH2:6][N:5]([C:8]([O:10][C:11]([CH3:14])([CH3:13])[CH3:12])=[O:9])[CH2:4][CH2:3]1.[F:15][C:16]1[CH:17]=[C:18]([Mg]Br)[CH:19]=[CH:20][C:21]=1[O:22][CH3:23]. (4) Given the product [Br:18][C:15]1[CH:16]=[CH:17][C:8]([NH:7][S:4]([CH3:3])(=[O:6])=[O:5])=[C:9]([CH:14]=1)[C:10]([O:12][CH3:13])=[O:11], predict the reactants needed to synthesize it. The reactants are: [BH4-].[Na+].[CH3:3][S:4]([N:7](S(C)(=O)=O)[C:8]1[CH:17]=[CH:16][C:15]([Br:18])=[CH:14][C:9]=1[C:10]([O:12][CH3:13])=[O:11])(=[O:6])=[O:5].C(=O)([O-])[O-].[Na+].[Na+]. (5) Given the product [Br-:10].[C:15]([CH2:14][CH2:13][CH2:12][CH2:11][CH2:18][N:3]1[C:2]([Cl:1])=[C:6]([Cl:7])[N+:5]([CH2:33][CH2:34][C:24]2[CH:23]=[CH:22][C:31]3[C:26](=[CH:27][CH:28]=[CH:29][CH:30]=3)[CH:25]=2)=[CH:4]1)([OH:17])=[O:16], predict the reactants needed to synthesize it. The reactants are: [Cl:1][C:2]1[N:3]=[CH:4][NH:5][C:6]=1[Cl:7].[OH-].[K+].[Br:10][CH:11]([CH3:18])[CH2:12][CH2:13][CH2:14][C:15]([OH:17])=[O:16].BrCC[C:22]1[C:31]2[C:26](=[CH:27][CH:28]=[CH:29][CH:30]=2)[CH:25]=[CH:24][CH:23]=1.Br.[C:33](#N)[CH3:34]. (6) Given the product [CH3:1][C:2]1[CH:7]=[C:6]([CH3:8])[C:5]([CH3:9])=[CH:4][C:3]=1[C:10]([C:14]([Cl:19])=[O:16])=[C:11]=[O:12], predict the reactants needed to synthesize it. The reactants are: [CH3:1][C:2]1[CH:7]=[C:6]([CH3:8])[C:5]([CH3:9])=[CH:4][C:3]=1[CH:10]([C:14]([OH:16])=O)[C:11](O)=[O:12].S(Cl)([Cl:19])=O. (7) Given the product [C:2]([Cl:4])(=[O:3])[C:1]1[CH:7]=[CH:8][CH:9]=[N:10][CH:11]=1, predict the reactants needed to synthesize it. The reactants are: [C:1](Cl)(=O)[C:2]([Cl:4])=[O:3].[C:7](O)(=O)[C:8]1C=C[CH:11]=[N:10][CH:9]=1.CN(C=O)C. (8) The reactants are: [CH3:1][O:2][CH2:3][CH2:4][CH2:5][O:6][C:7]1[CH:8]=[C:9]2[C:13](=[C:14]([N:16]([CH3:26])[S:17]([C:20]3[CH:25]=[CH:24][CH:23]=[CH:22][N:21]=3)(=[O:19])=[O:18])[CH:15]=1)[NH:12][C:11]([C:27]1[S:28][CH:29]([CH2:32][N:33]3[CH2:38][CH2:37][S:36][CH2:35][CH2:34]3)[CH2:30][N:31]=1)=[CH:10]2.CO.[OH:41]OS([O-])=O.[K+].S([O-])([O-])=O.[Na+].[Na+]. Given the product [CH3:1][O:2][CH2:3][CH2:4][CH2:5][O:6][C:7]1[CH:8]=[C:9]2[C:13](=[C:14]([N:16]([CH3:26])[S:17]([C:20]3[CH:25]=[CH:24][CH:23]=[CH:22][N:21]=3)(=[O:19])=[O:18])[CH:15]=1)[NH:12][C:11]([C:27]1[S:28][CH:29]([CH2:32][N:33]3[CH2:34][CH2:35][S:36](=[O:41])[CH2:37][CH2:38]3)[CH2:30][N:31]=1)=[CH:10]2, predict the reactants needed to synthesize it.